From a dataset of Peptide-MHC class II binding affinity with 134,281 pairs from IEDB. Regression. Given a peptide amino acid sequence and an MHC pseudo amino acid sequence, predict their binding affinity value. This is MHC class II binding data. (1) The peptide sequence is TISSYFVGKMYFNLIDTK. The MHC is DRB1_0101 with pseudo-sequence DRB1_0101. The binding affinity (normalized) is 0.149. (2) The peptide sequence is IAATAANAAPTNDKF. The MHC is HLA-DQA10401-DQB10402 with pseudo-sequence HLA-DQA10401-DQB10402. The binding affinity (normalized) is 0.349. (3) The peptide sequence is SFKVAATAANAAPAN. The MHC is DRB1_1001 with pseudo-sequence DRB1_1001. The binding affinity (normalized) is 0.673. (4) The peptide sequence is EKKYFAATGFEPLAA. The MHC is HLA-DPA10201-DPB10501 with pseudo-sequence HLA-DPA10201-DPB10501. The binding affinity (normalized) is 0.638. (5) The peptide sequence is YPKYVKQNTLKLAT. The MHC is DRB1_1501 with pseudo-sequence DRB1_1501. The binding affinity (normalized) is 0.357. (6) The peptide sequence is VSDIDYVPLKSATCI. The MHC is DRB1_0101 with pseudo-sequence DRB1_0101. The binding affinity (normalized) is 0.842. (7) The peptide sequence is QPEWFRNVLSIAPIMF. The MHC is DRB1_0802 with pseudo-sequence DRB1_0802. The binding affinity (normalized) is 0.498.